This data is from Reaction yield outcomes from USPTO patents with 853,638 reactions. The task is: Predict the reaction yield, written as a fraction of the theoretical maximum amount of product (1.0 means a 100% yield; for example, 0.34 means a 34% yield). The reactants are Br[C:2]1[CH:3]=[CH:4][C:5]([O:9][CH3:10])=[C:6]([CH:8]=1)[NH2:7].[CH3:11][PH:12](=[O:14])[CH3:13].P([O-])([O-])([O-])=O.[K+].[K+].[K+]. The catalyst is CN(C=O)C.C([O-])(=O)C.[Pd+2].C([O-])(=O)C.CC1(C)C2C(=C(P(C3C=CC=CC=3)C3C=CC=CC=3)C=CC=2)OC2C(P(C3C=CC=CC=3)C3C=CC=CC=3)=CC=CC1=2. The product is [CH3:11][P:12]([C:2]1[CH:3]=[CH:4][C:5]([O:9][CH3:10])=[C:6]([CH:8]=1)[NH2:7])([CH3:13])=[O:14]. The yield is 0.850.